This data is from Full USPTO retrosynthesis dataset with 1.9M reactions from patents (1976-2016). The task is: Predict the reactants needed to synthesize the given product. (1) The reactants are: [F:1][C:2]1[CH:11]=[C:10]2[C:5]([CH2:6][CH2:7][C:8](=O)[NH:9]2)=[CH:4][CH:3]=1. Given the product [F:1][C:2]1[CH:11]=[C:10]2[C:5]([CH2:6][CH2:7][CH2:8][NH:9]2)=[CH:4][CH:3]=1, predict the reactants needed to synthesize it. (2) Given the product [C:1]([O:4][CH2:5][C:6]1[C:7]([N:21]2[N:30]=[CH:29][C:28]3[C:23](=[C:24]([F:35])[CH:25]=[C:26]([C:31]([CH3:34])([CH3:33])[CH3:32])[CH:27]=3)[C:22]2=[O:36])=[N:8][CH:9]=[CH:10][C:11]=1[C:12]1[CH:17]=[C:16]([NH:42][C:41]2[CH:40]=[C:39]3[CH2:43][CH2:44][CH2:45][N:38]3[N:37]=2)[C:15](=[O:19])[N:14]([CH3:20])[CH:13]=1)(=[O:3])[CH3:2], predict the reactants needed to synthesize it. The reactants are: [C:1]([O:4][CH2:5][C:6]1[C:7]([N:21]2[N:30]=[CH:29][C:28]3[C:23](=[C:24]([F:35])[CH:25]=[C:26]([C:31]([CH3:34])([CH3:33])[CH3:32])[CH:27]=3)[C:22]2=[O:36])=[N:8][CH:9]=[CH:10][C:11]=1[C:12]1[CH:17]=[C:16](Br)[C:15](=[O:19])[N:14]([CH3:20])[CH:13]=1)(=[O:3])[CH3:2].[N:37]1[N:38]2[CH2:45][CH2:44][CH2:43][C:39]2=[CH:40][C:41]=1[NH2:42].C(=O)([O-])[O-].[Cs+].[Cs+].CC1(C)C2C(=C(P(C3C=CC=CC=3)C3C=CC=CC=3)C=CC=2)OC2C(P(C3C=CC=CC=3)C3C=CC=CC=3)=CC=CC1=2. (3) Given the product [CH2:1]1[O:9][C:8]2[CH:7]=[CH:6][C:5]([CH:10]3[C:18]4[C:13](=[CH:14][CH:15]=[CH:16][CH:17]=4)[CH:12]([C:19]4[CH:20]=[CH:21][CH:22]=[CH:23][CH:24]=4)[CH:11]3[C:25]([OH:27])=[O:26])=[CH:4][C:3]=2[O:2]1, predict the reactants needed to synthesize it. The reactants are: [CH2:1]1[O:9][C:8]2[CH:7]=[CH:6][C:5]([CH:10]3[C:18]4[C:13](=[CH:14][CH:15]=[CH:16][CH:17]=4)[C:12]([C:19]4[CH:24]=[CH:23][CH:22]=[CH:21][CH:20]=4)=[C:11]3[C:25]([O:27]CC)=[O:26])=[CH:4][C:3]=2[O:2]1.OC1(C2C=CC3OCOC=3C=2)C2C(=CC=CC=2)C(C2C=CC=CC=2)=C1C(OCC)=O.C([SiH](CC)CC)C.B(F)(F)F.CCOCC.Cl.